Task: Predict which catalyst facilitates the given reaction.. Dataset: Catalyst prediction with 721,799 reactions and 888 catalyst types from USPTO (1) Reactant: [N:1]12[CH2:8][CH2:7][CH:4]([CH2:5][CH2:6]1)[CH:3]([O:9][C:10]1[CH:15]=[CH:14][C:13]([C:16]3[CH:17]=[C:18]4[C:22](=[CH:23][CH:24]=3)[NH:21][CH:20]=[CH:19]4)=[CH:12][CH:11]=1)[CH2:2]2.[C:25]([OH:32])(=[O:31])/[CH:26]=[CH:27]/[C:28]([OH:30])=[O:29]. Product: [C:25]([OH:32])(=[O:31])/[CH:26]=[CH:27]/[C:28]([OH:30])=[O:29].[N:1]12[CH2:8][CH2:7][CH:4]([CH2:5][CH2:6]1)[CH:3]([O:9][C:10]1[CH:11]=[CH:12][C:13]([C:16]3[CH:17]=[C:18]4[C:22](=[CH:23][CH:24]=3)[NH:21][CH:20]=[CH:19]4)=[CH:14][CH:15]=1)[CH2:2]2. The catalyst class is: 871. (2) Reactant: [C:1]1([C:7](=[O:17])[CH2:8][C:9]([C:11]2[CH:16]=[CH:15][CH:14]=[CH:13][CH:12]=2)=[O:10])[CH:6]=[CH:5][CH:4]=[CH:3][CH:2]=1.[Cl:18][C:19]1[CH:24]=[CH:23][C:22](/[CH:25]=[CH:26]/[N+:27]([O-:29])=[O:28])=[CH:21][CH:20]=1. Product: [Cl:18][C:19]1[CH:20]=[CH:21][C:22]([C@H:25]([CH:8]([C:9]([C:11]2[CH:16]=[CH:15][CH:14]=[CH:13][CH:12]=2)=[O:10])[C:7]([C:1]2[CH:2]=[CH:3][CH:4]=[CH:5][CH:6]=2)=[O:17])[CH2:26][N+:27]([O-:29])=[O:28])=[CH:23][CH:24]=1. The catalyst class is: 27. (3) Reactant: [C:1]([O:5][CH:6]([C:10]1[C:11]([CH:29]([CH3:31])[CH3:30])=[N:12][C:13]2[C:14]([CH3:28])([CH3:27])[CH2:15][NH:16][CH2:17][C:18]=2[C:19]=1[C:20]1[CH:25]=[CH:24][C:23]([F:26])=[CH:22][CH:21]=1)[C:7]([OH:9])=[O:8])([CH3:4])([CH3:3])[CH3:2].CCN(CC)CC.[CH3:39][C:40]1[CH:45]=[CH:44][C:43]([S:46]([NH:49][CH:50]([CH2:54][C:55]2[CH:60]=[CH:59][CH:58]=[CH:57][CH:56]=2)[C:51](Cl)=[O:52])(=[O:48])=[O:47])=[CH:42][CH:41]=1.CO. Product: [C:1]([O:5][CH:6]([C:10]1[C:11]([CH:29]([CH3:31])[CH3:30])=[N:12][C:13]2[C:14]([CH3:28])([CH3:27])[CH2:15][N:16]([C:51](=[O:52])[CH:50]([NH:49][S:46]([C:43]3[CH:42]=[CH:41][C:40]([CH3:39])=[CH:45][CH:44]=3)(=[O:48])=[O:47])[CH2:54][C:55]3[CH:56]=[CH:57][CH:58]=[CH:59][CH:60]=3)[CH2:17][C:18]=2[C:19]=1[C:20]1[CH:21]=[CH:22][C:23]([F:26])=[CH:24][CH:25]=1)[C:7]([OH:9])=[O:8])([CH3:4])([CH3:3])[CH3:2]. The catalyst class is: 2.